The task is: Regression. Given a peptide amino acid sequence and an MHC pseudo amino acid sequence, predict their binding affinity value. This is MHC class I binding data.. This data is from Peptide-MHC class I binding affinity with 185,985 pairs from IEDB/IMGT. (1) The peptide sequence is KLSYGIATVR. The MHC is HLA-A03:01 with pseudo-sequence HLA-A03:01. The binding affinity (normalized) is 0.374. (2) The peptide sequence is MVDESMMMS. The MHC is HLA-A02:01 with pseudo-sequence HLA-A02:01. The binding affinity (normalized) is 0.281. (3) The peptide sequence is QLHAAGVRV. The MHC is HLA-A01:01 with pseudo-sequence HLA-A01:01. The binding affinity (normalized) is 0.0847. (4) The peptide sequence is FTLVATVSI. The MHC is HLA-A68:01 with pseudo-sequence HLA-A68:01. The binding affinity (normalized) is 0.263. (5) The peptide sequence is MHYGYNRAN. The MHC is HLA-A02:19 with pseudo-sequence HLA-A02:19. The binding affinity (normalized) is 0.0847.